From a dataset of Full USPTO retrosynthesis dataset with 1.9M reactions from patents (1976-2016). Predict the reactants needed to synthesize the given product. (1) The reactants are: [F:1][C:2]1[CH:7]=[C:6]([F:8])[CH:5]=[CH:4][C:3]=1[C:9]1[S:10][CH:11]=[C:12]([NH2:14])[N:13]=1.Cl.[N:16]1[CH:21]=[CH:20][C:19]([NH:22][C:23]2[CH:31]=[CH:30][C:26]([C:27](Cl)=[O:28])=[CH:25][CH:24]=2)=[N:18][CH:17]=1. Given the product [F:1][C:2]1[CH:7]=[C:6]([F:8])[CH:5]=[CH:4][C:3]=1[C:9]1[S:10][CH:11]=[C:12]([NH:14][C:27](=[O:28])[C:26]2[CH:25]=[CH:24][C:23]([NH:22][C:19]3[CH:20]=[CH:21][N:16]=[CH:17][N:18]=3)=[CH:31][CH:30]=2)[N:13]=1, predict the reactants needed to synthesize it. (2) The reactants are: [C:1]([C:5]1[N:10]=[CH:9][C:8]([C:11]2[N:12]([C:32](Cl)=[O:33])[C@@:13]([C:25]3[CH:30]=[CH:29][C:28]([Cl:31])=[CH:27][CH:26]=3)([CH3:24])[C@@:14]([C:17]3[CH:22]=[CH:21][C:20]([Cl:23])=[CH:19][CH:18]=3)([CH3:16])[N:15]=2)=[C:7]([O:35][CH2:36][CH3:37])[CH:6]=1)([CH3:4])([CH3:3])[CH3:2].[CH2:38]([N:40]([CH2:47][CH3:48])[CH:41]1[CH2:46][CH2:45][NH:44][CH2:43][CH2:42]1)[CH3:39]. Given the product [C:1]([C:5]1[N:10]=[CH:9][C:8]([C:11]2[N:12]([C:32]([N:44]3[CH2:45][CH2:46][CH:41]([N:40]([CH2:47][CH3:48])[CH2:38][CH3:39])[CH2:42][CH2:43]3)=[O:33])[C@@:13]([C:25]3[CH:26]=[CH:27][C:28]([Cl:31])=[CH:29][CH:30]=3)([CH3:24])[C@@:14]([C:17]3[CH:22]=[CH:21][C:20]([Cl:23])=[CH:19][CH:18]=3)([CH3:16])[N:15]=2)=[C:7]([O:35][CH2:36][CH3:37])[CH:6]=1)([CH3:4])([CH3:2])[CH3:3], predict the reactants needed to synthesize it.